This data is from Forward reaction prediction with 1.9M reactions from USPTO patents (1976-2016). The task is: Predict the product of the given reaction. (1) The product is: [I:1][C:2]1[CH:7]=[CH:6][C:5]([O:8][CH2:11][O:12][CH3:13])=[CH:4][CH:3]=1. Given the reactants [I:1][C:2]1[CH:7]=[CH:6][C:5]([OH:8])=[CH:4][CH:3]=1.[H-].[Na+].[CH3:11][O:12][CH2:13]Cl.C(OC(=O)C)C.O, predict the reaction product. (2) Given the reactants [CH:1]1([Mg]Br)[CH2:3][CH2:2]1.[Cl:6][C:7]1[CH:8]=[CH:9][C:10]([C:30](OC)=[O:31])=[C:11]2[C:15]=1[N:14]=[C:13]1[N:16]([C:20]3[C:21]([CH3:29])=[N:22][C:23]([O:27][CH3:28])=[N:24][C:25]=3[CH3:26])[CH2:17][CH2:18][CH2:19][N:12]21.O1[CH2:38][CH2:37][CH2:36]C1, predict the reaction product. The product is: [Cl:6][C:7]1[C:15]2[N:14]=[C:13]3[N:16]([C:20]4[C:25]([CH3:26])=[N:24][C:23]([O:27][CH3:28])=[N:22][C:21]=4[CH3:29])[CH2:17][CH2:18][CH2:19][N:12]3[C:11]=2[C:10]([C:30]([CH:36]2[CH2:37][CH2:38]2)([CH:1]2[CH2:3][CH2:2]2)[OH:31])=[CH:9][CH:8]=1.